Task: Predict the reactants needed to synthesize the given product.. Dataset: Full USPTO retrosynthesis dataset with 1.9M reactions from patents (1976-2016) (1) Given the product [F:1][C:2]1[CH:3]=[CH:4][C:5]([O:6][CH2:7][C:8]([NH:13][C:14]2[CH:15]=[C:19]([CH:20]=[CH:21][N:22]=2)[C:42]([NH2:47])=[O:57])=[O:10])=[CH:11][CH:12]=1, predict the reactants needed to synthesize it. The reactants are: [F:1][C:2]1[CH:12]=[CH:11][C:5]([O:6][CH2:7][C:8]([OH:10])=O)=[CH:4][CH:3]=1.[NH2:13][C:14]1[N:22]=[CH:21][CH:20]=[CH:19][C:15]=1C(N)=O.C1CN([P+](ON2N=[N:47][C:42]3C=CC=CC2=3)(N2CCCC2)N2CCCC2)CC1.F[P-](F)(F)(F)(F)F.C[OH:57]. (2) Given the product [CH3:1][O:2][C:3](=[O:37])[NH:4][C@H:5]1[CH2:10][CH2:9][N:8]([C:11]2[CH:16]=[C:15]([C:17](=[O:19])[NH2:18])[CH:14]=[C:13]([NH2:20])[C:12]=2[Cl:28])[CH2:7][C@@H:6]1[O:29][Si:30]([C:33]([CH3:35])([CH3:34])[CH3:36])([CH3:31])[CH3:32], predict the reactants needed to synthesize it. The reactants are: [CH3:1][O:2][C:3](=[O:37])[NH:4][C@H:5]1[CH2:10][CH2:9][N:8]([C:11]2[CH:16]=[C:15]([C:17](=[O:19])[NH2:18])[CH:14]=[C:13]([NH:20]C(OC(C)(C)C)=O)[C:12]=2[Cl:28])[CH2:7][C@@H:6]1[O:29][Si:30]([C:33]([CH3:36])([CH3:35])[CH3:34])([CH3:32])[CH3:31].FC(F)(F)C(O)=O. (3) Given the product [CH3:22][N:7]1[C:8]([C:12]2[CH:17]=[CH:16][CH:15]=[C:14]([C:18]([F:19])([F:20])[F:21])[CH:13]=2)=[CH:9][C:10]([CH3:11])=[C:5]([C:3]([OH:4])=[O:2])[C:6]1=[O:23], predict the reactants needed to synthesize it. The reactants are: C[O:2][C:3]([C:5]1[C:6](=[O:23])[N:7]([CH3:22])[C:8]([C:12]2[CH:17]=[CH:16][CH:15]=[C:14]([C:18]([F:21])([F:20])[F:19])[CH:13]=2)=[CH:9][C:10]=1[CH3:11])=[O:4].[OH-].[Li+]. (4) Given the product [OH:15][CH:14]([C:10]1[C:9]2[C:8](=[O:11])[CH2:7][C:6]([CH3:13])([CH3:12])[CH2:5][C:4]=2[NH:3][C:2]=1[CH3:1])[C:16]1[CH:21]=[CH:20][CH:19]=[CH:18][C:17]=1[S:22]([N:25]([CH3:27])[CH3:26])(=[O:24])=[O:23], predict the reactants needed to synthesize it. The reactants are: [CH3:1][C:2]1[NH:3][C:4]2[CH2:5][C:6]([CH3:13])([CH3:12])[CH2:7][C:8](=[O:11])[C:9]=2[CH:10]=1.[CH:14]([C:16]1[CH:21]=[CH:20][CH:19]=[CH:18][C:17]=1[S:22]([N:25]([CH3:27])[CH3:26])(=[O:24])=[O:23])=[O:15].[OH-].[Na+]. (5) Given the product [Cl:26][C:7]1[CH:6]=[CH:5][C:4]2[N:3]=[C:2]([N:34]3[CH2:39][CH2:38][CH:37]([OH:40])[CH2:36][CH2:35]3)[CH:11]=[CH:10][C:9]=2[C:8]=1[C:12]([NH:14][CH2:15][C:16]12[CH2:17][CH:18]3[CH2:24][CH:22]([CH2:21][CH:20]([CH2:19]3)[CH2:25]1)[CH2:23]2)=[O:13], predict the reactants needed to synthesize it. The reactants are: Cl[C:2]1[CH:11]=[CH:10][C:9]2[C:8]([C:12]([NH:14][CH2:15][C:16]34[CH2:25][CH:20]5[CH2:21][CH:22]([CH2:24][CH:18]([CH2:19]5)[CH2:17]3)[CH2:23]4)=[O:13])=[C:7]([Cl:26])[CH:6]=[CH:5][C:4]=2[N:3]=1.C(N(CC)CC)C.[NH:34]1[CH2:39][CH2:38][CH:37]([OH:40])[CH2:36][CH2:35]1.